Dataset: Experimentally validated miRNA-target interactions with 360,000+ pairs, plus equal number of negative samples. Task: Binary Classification. Given a miRNA mature sequence and a target amino acid sequence, predict their likelihood of interaction. (1) The miRNA is hsa-miR-6801-5p with sequence UGGUCAGAGGCAGCAGGAAAUGA. The protein sequence of the target gene is MELAHSLLLNEEAYNQLGEVQKAEFIFEWLRYLEKLLLATSRNDVREKQKTLVEQLLSLLNSSPGPPTRKLLAKNLAILYSIGDTFSVHEAIDKCNDLIRSKDDSPSYLPTKLAAVVCLGSLYKKLGRILGNTFTDTVGNILKAMKSAESQGRYEIMLSLQNILNGLGAAAAPCHRDVYKAARSCLTDRSMAVRCAAAKNEAIFMWSTDLDSVATLCFKSFEGSNYDVRISVSKLLGIILAKAVISKHPGTAASRQSIRRVSLEEVLELLGTGFLRGSSGFLRASGDMLKGTSSVSRDVR.... Result: 1 (interaction). (2) The miRNA is hsa-miR-6864-5p with sequence UUGAAGGGACAAGUCAGAUAUGCC. The protein sequence of the target gene is MEKSRMNLPKGPDTLCFDKDEFMKEDFDVDHFVSDCRKRVQLEELRDDLELYYKLLKTAMVELINKDYADFVNLSTNLVGMDKALNQLSVPLGQLREEVLSLRSSVSEGIRAVDERMSKQEDIRKKKMCVLRLIQVIRSVEKIEKILNSQSSKETSALEASSPLLTGQILERIATEFNQLQFHAVQSKGMPLLDKVRPRIAGITAMLQQSLEGLLLEGLQTSDVDIIRHCLRTYATIDKTRDAEALVGQVLVKPYIDEVIIEQFVESHPNGLQVMYNKLLEFVPHHCRLLREVTGGAISS.... Result: 0 (no interaction). (3) The miRNA is hsa-miR-218-5p with sequence UUGUGCUUGAUCUAACCAUGU. The protein sequence of the target gene is MGPGPCRVPRAPGWLLRALALMVAACGRVAFAFNLDTRFLVVKEAVNPGSLFGYSVALHRQTERQQRYLLLAGAPRDLAVGDDYTNRTGAVYLCPLTAHKDDCERMDISEKSDPDHHIIEDMWLGVTVASQGPAGRVLVCAHRYTKVLWSGLEDQRRMVGKCYVRGNDLQLDPGDDWQTYHNEMCNSNTDYLQTGMCQLGTSGGFTQNTVYFGAPGAYNWKGNSYMIQRKDWDLSEYSYRGSEEQGNLYIGYTVQVGNAILHPTDIITVVTGAPRHQHMGAVFLLKQESGGDLQRKQVLK.... Result: 0 (no interaction). (4) The miRNA is hsa-miR-621 with sequence GGCUAGCAACAGCGCUUACCU. The protein sequence of the target gene is MPQQLLITLPTEASTWVKLQHPKKAVEGAPLWEDVTKMFEGEALLSQDAEDVKTQRESLEDEVTPGLPTAESQELLTFKDISIDFTQEEWGQLAPAHQNLYREVMLENYSNLVSVGYQLSKPSVISQLEKGEEPWMAEKEGPGDPSSDLKSKIETIESTAKSTISQERLYHGIMMESFMRDDIIYSTLRKVSTYDDVLERHQETCMRDVRQAILTHKKRVQETNKFGENIIVHSNVIIEQRHHKYDTPTKRNTYKLDLINHPTSYIRTKTYECNICEKIFKQPIHLTEHMRIHTGEKPFR.... Result: 0 (no interaction). (5) The miRNA is hsa-miR-586 with sequence UAUGCAUUGUAUUUUUAGGUCC. The protein sequence of the target gene is MAAAFEASGALAAVATAMPAEHVAVQVPAPEPTPGPVRILRTAQDLSSPRTRTGDVLLAEPADFESLLLSRPVLEGLRAAGFERPSPVQLKAIPLGRCGLDLIVQAKSGTGKTCVFSTIALDSLVLENLSTQILILAPTREIAVQIHSVITAIGIKMEGLECHVFIGGTPLSQDKTRLKKCHIAVGSPGRIKQLIELDYLNPGSIRLFILDEADKLLEEGSFQEQINWIYSSLPASKQMLAVSATYPEFLANALTKYMRDPTFVRLNSSDPSLIGLKQYYKVVNSYPLAHKVFEEKTQHL.... Result: 0 (no interaction). (6) The miRNA is mmu-miR-377-3p with sequence AUCACACAAAGGCAACUUUUGU. The protein sequence of the target gene is MSDFDSNPFADPDLNNPFKDPSVTQVTRNVPPGLDEYNPFSDSRTPPPGSVKMPNVPNTQPAIMKPTEEHPAYTQITKEHALAQAELLKRQEELERKAAELDRREREMQNLSQHGRKNNWPPLPSNFPVGPCFYQDFSVDIPVEFQKTVKLMYYLWMFHAVTLFLNIFGCLAWFCVDSSRAVDFGLSILWFLLFTPCSFVCWYRPLYGAFRSDSSFRFFVFFFVYICQFAVHVLQAAGFHNWGNCGWISSLTGLNKNIPVGIMMIIIAALFTASAVISLVMFKKVHGLYRTTGASFEKAQ.... Result: 1 (interaction). (7) The protein sequence of the target gene is MRYNEKELQALSRQPAEMAAELGMRGPKKGSVLKRRLVKLVVNFLFYFRTDEAEPVGALLLERCRVVREEPGTFSISFIEDPERKYHFECSSEEQCQEWMEALRRASYEFMRRSLIFYRNEIRKVTGKDPLEQFGISEEARFQLSGLQA. The miRNA is mmu-miR-511-3p with sequence AAUGUGUAGCAAAAGACAGGAU. Result: 0 (no interaction). (8) The miRNA is hsa-miR-6856-3p with sequence UACAGCCCUGUGAUCUUUCCAG. The protein sequence of the target gene is MQPTATMATAAATTATVALTTSWDNATSRPTAEPDPILDNYVLLVVVMSLFVGGTLVVLSGVLLLCKRCWEVHQRFNRAMEEAEKTTTTYLDNGTHPIQDPDCRGEDPEGQDTETERFLATSSTGRRVSFNEAALFEQSRKAQDKGRRYTLTEGDFHHLKNARLTHLHLPPLKIATIHECDSGEASAAATPHPATTSKDSLAIFQPPGKTLTGHSVGPSSALPGGPYNSVDFSEISPSTSSDSGEGISLDAGTRGAKAAGPETVPGEMGTGSSGSGTVLQFFTRLRRHASLDGASPYFKV.... Result: 0 (no interaction). (9) The miRNA is hsa-miR-4641 with sequence UGCCCAUGCCAUACUUUUGCCUCA. The protein sequence of the target gene is MSFPNSSPAANTFLVDSLISACRSDSFYSSSASMYMPPPSADMGTYGMQTCGLLPSLAKREVNHQNMGMNVHPYIPQVDSWTDPNRSCRIEQPVTQQVPTCSFTANIKEESNCCMYSDKRNKLISAEVPSYQRLVPESCPVENPEVPVPGYFRLSQTYATGKTQEYNNSPEGSSTVMLQLNPRGAAKPQLSAAQLQMEKKMNESASGQEPTKVSQVESPEAKGGLPEDRSCLAEVSVSSPEVQEKESKEEIKSDTPTSNWLTAKSGRKKRCPYTKHQTLELEKEFLFNMYLTRERRLEIS.... Result: 0 (no interaction). (10) The miRNA is hsa-miR-4796-5p with sequence UGUCUAUACUCUGUCACUUUAC. The protein sequence of the target gene is MAAARVLRTWSQNAVRLTCVRYFQTFNSARVLKPKCVCSVGYPLFKYSQPRHSLRTAAVLQGQVVQFKLSDIGEGIREVTIKEWYVKEGDTVSQFDSICEVQSDKASVTITSRYDGVIKRLYYNLDDIAYVGKPLIDIETEALKDSEEDVVETPAVSHDEHTHQEIKGQKTLATPAVRRLAMENNIKLSEVVGSGKDGRILKEDILSFLEKQTGAILPPSPKSEITPPPPQPKDRTFPTPIAKPPVFTGKDRTEPVTGFQKAMVKTMSAALKIPHFGYCDEIDLTQLVKLREELKPVALA.... Result: 0 (no interaction).